Dataset: Reaction yield outcomes from USPTO patents with 853,638 reactions. Task: Predict the reaction yield, written as a fraction of the theoretical maximum amount of product (1.0 means a 100% yield; for example, 0.34 means a 34% yield). (1) The reactants are CCOC(C)=O.O1CCCCC1[O:13][NH:14][C:15]([C:17]1([S:27]([C:30]2[CH:35]=[CH:34][C:33]([C:36]3[CH:41]=[CH:40][C:39]([CH2:42][CH2:43][C:44]([F:47])([F:46])[CH3:45])=[CH:38][CH:37]=3)=[CH:32][CH:31]=2)(=[O:29])=[O:28])[CH2:22][CH2:21][N:20]([CH2:23][CH2:24][O:25][CH3:26])[CH2:19][CH2:18]1)=[O:16].[ClH:48].C1(N2CCC(S(C3C=CC(C4C=CC(OC(F)(F)C(F)F)=CC=4)=CC=3)(=O)=O)(C(NOC3CCCCO3)=O)CC2)CC1. The catalyst is C(O)C.C(OCC)C. The product is [ClH:48].[F:47][C:44]([F:46])([CH3:45])[CH2:43][CH2:42][C:39]1[CH:40]=[CH:41][C:36]([C:33]2[CH:34]=[CH:35][C:30]([S:27]([C:17]3([C:15]([NH:14][OH:13])=[O:16])[CH2:22][CH2:21][N:20]([CH2:23][CH2:24][O:25][CH3:26])[CH2:19][CH2:18]3)(=[O:29])=[O:28])=[CH:31][CH:32]=2)=[CH:37][CH:38]=1. The yield is 0.870. (2) The reactants are [I:1][C:2]1[CH:8]=[CH:7][C:5]([NH2:6])=[CH:4][C:3]=1[CH3:9].N1C=CC=CC=1.[CH3:16][S:17](Cl)(=[O:19])=[O:18]. The catalyst is C(Cl)Cl. The product is [I:1][C:2]1[CH:8]=[CH:7][C:5]([NH:6][S:17]([CH3:16])(=[O:19])=[O:18])=[CH:4][C:3]=1[CH3:9]. The yield is 0.940. (3) The reactants are [CH:1]1([C:8]([CH:10]([C:14]2[CH:19]=[CH:18][CH:17]=[CH:16][CH:15]=2)[CH2:11][CH:12]=O)=[O:9])[CH2:7][CH2:6][CH2:5][CH2:4][CH2:3][CH2:2]1.[CH3:20][O:21][C:22]1[CH:27]=[CH:26][CH:25]=[CH:24][C:23]=1[N:28]1[CH2:33][CH2:32][NH:31][CH2:30][CH2:29]1.[Na]. No catalyst specified. The product is [CH3:20][O:21][C:22]1[CH:27]=[CH:26][CH:25]=[CH:24][C:23]=1[N:28]1[CH2:33][CH2:32][N:31]([CH2:12][CH2:11][CH:10]([C:8]([CH:1]2[CH2:7][CH2:6][CH2:5][CH2:4][CH2:3][CH2:2]2)=[O:9])[C:14]2[CH:19]=[CH:18][CH:17]=[CH:16][CH:15]=2)[CH2:30][CH2:29]1. The yield is 0.700. (4) The product is [O:1]1[C@H:5]2[O:6][CH2:7][CH2:8][C@H:4]2[C:3](=[O:9])[CH2:2]1. The yield is 0.870. The reactants are [O:1]1[C@H:5]2[O:6][CH2:7][CH2:8][C@H:4]2[C@@H:3]([OH:9])[CH2:2]1.C1COCC1.CC(OI1(OC(C)=O)(OC(C)=O)OC(=O)C2C=CC=CC1=2)=O. The catalyst is C(Cl)Cl. (5) The reactants are C(OCC)(=O)C.Cl.[Cl:8][C:9]1[N:10]=[C:11]([C:16]([NH:18][C@H:19]2[CH2:24][CH2:23][NH:22][CH2:21][C@H:20]2[O:25][CH2:26][CH3:27])=[O:17])[NH:12][C:13]=1[CH2:14][CH3:15].B(F)(F)[O:29][C:30]([C:32]1[C:41](=[O:42])[C:40]2[C:35](=[C:36]([O:44][CH3:45])[C:37](F)=[CH:38][CH:39]=2)[N:34]([CH:46]2[CH2:48][CH2:47]2)[CH:33]=1)=[O:31]. The catalyst is CS(C)=O.C(N(CC)CC)C.O.C(O)C. The product is [Cl:8][C:9]1[N:10]=[C:11]([C:16]([NH:18][C@H:19]2[CH2:24][CH2:23][N:22]([C:37]3[C:36]([O:44][CH3:45])=[C:35]4[C:40]([C:41](=[O:42])[C:32]([C:30]([OH:31])=[O:29])=[CH:33][N:34]4[CH:46]4[CH2:47][CH2:48]4)=[CH:39][CH:38]=3)[CH2:21][C@H:20]2[O:25][CH2:26][CH3:27])=[O:17])[NH:12][C:13]=1[CH2:14][CH3:15]. The yield is 0.620. (6) The reactants are [O:1]1[CH2:6][CH2:5][N:4]([C:7]2[O:8][C:9]3[C:14]([C:15](=[O:17])[CH:16]=2)=[CH:13][C:12]([C:18]([O:20][CH3:21])=[O:19])=[CH:11][C:10]=3[C@H:22]2[CH2:26][CH2:25][CH2:24][NH:23]2)[CH2:3][CH2:2]1.CC1(C)C2C=CC=C(P(C3C=CC=CC=3)C3C=CC=CC=3)C=2OC2C1=CC=CC=2P(C1C=CC=CC=1)C1C=CC=CC=1.Br[C:70]1[CH:75]=[CH:74][CH:73]=[C:72]([F:76])[CH:71]=1.C(=O)([O-])[O-].[Cs+].[Cs+]. The catalyst is O1CCOCC1.C(O[Pd]OC(=O)C)(=O)C. The product is [F:76][C:72]1[CH:71]=[C:70]([N:23]2[CH2:24][CH2:25][CH2:26][C@@H:22]2[C:10]2[CH:11]=[C:12]([C:18]([O:20][CH3:21])=[O:19])[CH:13]=[C:14]3[C:9]=2[O:8][C:7]([N:4]2[CH2:3][CH2:2][O:1][CH2:6][CH2:5]2)=[CH:16][C:15]3=[O:17])[CH:75]=[CH:74][CH:73]=1. The yield is 0.790. (7) The reactants are [C:1]([O:4][CH2:5][C:6]([CH3:36])([CH3:35])[CH2:7][N:8]1[C:14]2[CH:15]=[CH:16][C:17]([Cl:19])=[CH:18][C:13]=2[C@H:12]([C:20]2[CH:25]=[CH:24][CH:23]=[C:22]([O:26][CH3:27])[C:21]=2[O:28][CH3:29])[O:11][C@@H:10]([CH2:30][C:31]([OH:33])=O)[C:9]1=[O:34])(=[O:3])[CH3:2].CN(C)C=O.S(Cl)(Cl)=O.[NH2:46][C:47]1[CH:48]=[C:49]([CH2:54][CH2:55][C:56]([O:58][CH2:59][CH3:60])=[O:57])[CH:50]=[CH:51][C:52]=1[F:53]. The catalyst is O1CCCC1.CN(C1C=CN=CC=1)C.O. The product is [C:1]([O:4][CH2:5][C:6]([CH3:36])([CH3:35])[CH2:7][N:8]1[C:14]2[CH:15]=[CH:16][C:17]([Cl:19])=[CH:18][C:13]=2[C@H:12]([C:20]2[CH:25]=[CH:24][CH:23]=[C:22]([O:26][CH3:27])[C:21]=2[O:28][CH3:29])[O:11][C@@H:10]([CH2:30][C:31]([NH:46][C:47]2[CH:48]=[C:49]([CH2:54][CH2:55][C:56]([O:58][CH2:59][CH3:60])=[O:57])[CH:50]=[CH:51][C:52]=2[F:53])=[O:33])[C:9]1=[O:34])(=[O:3])[CH3:2]. The yield is 0.520. (8) The reactants are [Cl:1][C:2]1[CH:3]=[C:4]([NH:9][C:10]([N:12]2[CH2:17][CH2:16][N:15]([CH2:18][CH:19]3[CH2:24][NH:23][CH2:22][CH2:21][N:20]3[C:25]([O:27][CH2:28][C:29]3[CH:34]=[CH:33][CH:32]=[CH:31][CH:30]=3)=[O:26])[CH2:14][CH2:13]2)=[O:11])[CH:5]=[CH:6][C:7]=1[Cl:8].[CH:35](=O)[CH3:36].ClC1C=C(NC(N2CCN(C[C@@H]3OCCN(CCC4C=NC=CC=4)C3)CC2)=O)C=CC=1Cl. No catalyst specified. The product is [Cl:1][C:2]1[CH:3]=[C:4]([NH:9][C:10]([N:12]2[CH2:13][CH2:14][N:15]([CH2:18][CH:19]3[CH2:24][N:23]([CH2:35][CH3:36])[CH2:22][CH2:21][N:20]3[C:25]([O:27][CH2:28][C:29]3[CH:30]=[CH:31][CH:32]=[CH:33][CH:34]=3)=[O:26])[CH2:16][CH2:17]2)=[O:11])[CH:5]=[CH:6][C:7]=1[Cl:8]. The yield is 0.180.